The task is: Predict which catalyst facilitates the given reaction.. This data is from Catalyst prediction with 721,799 reactions and 888 catalyst types from USPTO. (1) Reactant: C(OC([N:8]1[CH2:13][CH2:12][N:11]([CH2:14][C:15]2[CH:20]=[C:19]([O:21][Si:22]([C:35]([CH3:38])([CH3:37])[CH3:36])([C:29]3[CH:34]=[CH:33][CH:32]=[CH:31][CH:30]=3)[C:23]3[CH:28]=[CH:27][CH:26]=[CH:25][CH:24]=3)[CH:18]=[CH:17][C:16]=2[Cl:39])[C:10](=[O:40])[CH2:9]1)=O)(C)(C)C.FC(F)(F)C(O)=O.C(=O)(O)[O-].[Na+]. Product: [Cl:39][C:16]1[CH:17]=[CH:18][C:19]([O:21][Si:22]([C:35]([CH3:38])([CH3:37])[CH3:36])([C:23]2[CH:28]=[CH:27][CH:26]=[CH:25][CH:24]=2)[C:29]2[CH:34]=[CH:33][CH:32]=[CH:31][CH:30]=2)=[CH:20][C:15]=1[CH2:14][N:11]1[CH2:12][CH2:13][NH:8][CH2:9][C:10]1=[O:40]. The catalyst class is: 2. (2) The catalyst class is: 29. Reactant: [Cl:1][C:2]1[CH:7]=[CH:6][CH:5]=[CH:4][C:3]=1[CH:8]=[CH:9][C:10]1[N:11]=[CH:12][N:13](C(C2C=CC=CC=2)(C2C=CC=CC=2)C2C=CC=CC=2)[CH:14]=1.C(Cl)(Cl)Cl.C(O)(=O)C.Cl. Product: [Cl:1][C:2]1[CH:7]=[CH:6][CH:5]=[CH:4][C:3]=1[CH2:8][CH2:9][C:10]1[N:11]=[CH:12][NH:13][CH:14]=1. (3) Reactant: [CH3:1][C:2]1[CH:7]=[CH:6][C:5]([C:8]2[N:12]=[C:11]([CH3:13])[O:10][N:9]=2)=[CH:4][C:3]=1[NH:14][C:15]([C:17]1[N:21]2[CH:22]=[C:23](B(O)O)[CH:24]=[CH:25][C:20]2=[N:19][CH:18]=1)=[O:16].Br[C:30]1[S:34][C:33]([CH2:35][OH:36])=[N:32][C:31]=1[CH3:37].C(=O)([O-])[O-].[Cs+].[Cs+]. Product: [OH:36][CH2:35][C:33]1[S:34][C:30]([C:23]2[CH:24]=[CH:25][C:20]3[N:21]([C:17]([C:15]([NH:14][C:3]4[CH:4]=[C:5]([C:8]5[N:12]=[C:11]([CH3:13])[O:10][N:9]=5)[CH:6]=[CH:7][C:2]=4[CH3:1])=[O:16])=[CH:18][N:19]=3)[CH:22]=2)=[C:31]([CH3:37])[N:32]=1. The catalyst class is: 37. (4) Reactant: [Cl:1][C:2]1[CH:3]=[CH:4][C:5]2[N:11]=[C:10](Cl)[C:9]3=[CH:13][C:14]([CH3:16])=[CH:15][N:8]3[CH2:7][C:6]=2[CH:17]=1.Cl.Cl.[CH3:20][C:21]([CH3:33])([CH2:26][N:27]1[CH2:32][CH2:31][NH:30][CH2:29][CH2:28]1)[C:22]([O:24][CH3:25])=[O:23].C(NC(C)C)(C)C.C(#N)C. Product: [Cl:1][C:2]1[CH:3]=[CH:4][C:5]2[N:11]=[C:10]([N:30]3[CH2:29][CH2:28][N:27]([CH2:26][C:21]([CH3:33])([CH3:20])[C:22]([O:24][CH3:25])=[O:23])[CH2:32][CH2:31]3)[C:9]3=[CH:13][C:14]([CH3:16])=[CH:15][N:8]3[CH2:7][C:6]=2[CH:17]=1. The catalyst class is: 69. (5) Reactant: [NH2:1][C:2]1[N:7]=[C:6]([Cl:8])[C:5]([CH:9]=O)=[C:4](Cl)[N:3]=1.CCN(CC)CC.O.[NH2:20][NH2:21]. Product: [Cl:8][C:6]1[N:7]=[C:2]([NH2:1])[N:3]=[C:4]2[NH:20][N:21]=[CH:9][C:5]=12. The catalyst class is: 20. (6) Reactant: Br[C:2]1[CH:3]=[CH:4][C:5]2[O:32][CH2:31][C:8]3([C:16]4[C:11](=[CH:12][CH:13]=[CH:14][CH:15]=4)[N:10]([CH:17]([C:24]4[CH:29]=[CH:28][CH:27]=[CH:26][CH:25]=4)[C:18]4[CH:23]=[CH:22][CH:21]=[CH:20][CH:19]=4)[C:9]3=O)[C:6]=2[CH:7]=1.[B:42]1([B:42]2[O:46][C:45]([CH3:48])([CH3:47])[C:44]([CH3:50])([CH3:49])[O:43]2)[O:46][C:45]([CH3:48])([CH3:47])[C:44]([CH3:50])([CH3:49])[O:43]1.C([O-])(=O)C.[K+]. Product: [C:24]1([CH:17]([C:18]2[CH:23]=[CH:22][CH:21]=[CH:20][CH:19]=2)[N:10]2[C:11]3[C:16](=[CH:15][CH:14]=[CH:13][CH:12]=3)[C:8]3([C:6]4[CH:7]=[C:2]([B:42]5[O:43][C:44]([CH3:49])([CH3:50])[C:45]([CH3:47])([CH3:48])[O:46]5)[CH:3]=[CH:4][C:5]=4[O:32][CH2:31]3)[CH2:9]2)[CH:25]=[CH:26][CH:27]=[CH:28][CH:29]=1. The catalyst class is: 58.